The task is: Regression. Given two drug SMILES strings and cell line genomic features, predict the synergy score measuring deviation from expected non-interaction effect.. This data is from NCI-60 drug combinations with 297,098 pairs across 59 cell lines. Drug 1: C1=CC=C(C=C1)NC(=O)CCCCCCC(=O)NO. Drug 2: CCC1(CC2CC(C3=C(CCN(C2)C1)C4=CC=CC=C4N3)(C5=C(C=C6C(=C5)C78CCN9C7C(C=CC9)(C(C(C8N6C)(C(=O)OC)O)OC(=O)C)CC)OC)C(=O)OC)O.OS(=O)(=O)O. Cell line: SF-268. Synergy scores: CSS=6.15, Synergy_ZIP=-2.26, Synergy_Bliss=-2.00, Synergy_Loewe=-2.30, Synergy_HSA=-2.78.